The task is: Predict the product of the given reaction.. This data is from Forward reaction prediction with 1.9M reactions from USPTO patents (1976-2016). (1) Given the reactants [I:1][C:2]1[CH:9]=[CH:8][C:5]([C:6]#[N:7])=[CH:4][CH:3]=1.[CH2:10]([Mg]Br)[CH3:11].B(F)(F)F.CCOCC.Cl, predict the reaction product. The product is: [I:1][C:2]1[CH:9]=[CH:8][C:5]([C:6]2([NH2:7])[CH2:11][CH2:10]2)=[CH:4][CH:3]=1. (2) Given the reactants Cl[C:2]([O:4][CH2:5][C:6]1[CH:11]=[CH:10][CH:9]=[CH:8][CH:7]=1)=[O:3].[C:12]([NH:22][C:23]1[CH:28]=[CH:27][C:26]([C:29]2([OH:46])[CH2:32][N:31](C(C3C=CC=CC=3)C3C=CC=CC=3)[CH2:30]2)=[C:25]([F:47])[CH:24]=1)([O:14][CH2:15][C:16]1[CH:21]=[CH:20][CH:19]=[CH:18][CH:17]=1)=[O:13], predict the reaction product. The product is: [C:2]([N:31]1[CH2:32][C:29]([C:26]2[CH:27]=[CH:28][C:23]([NH:22][C:12]([O:14][CH2:15][C:16]3[CH:21]=[CH:20][CH:19]=[CH:18][CH:17]=3)=[O:13])=[CH:24][C:25]=2[F:47])([OH:46])[CH2:30]1)([O:4][CH2:5][C:6]1[CH:11]=[CH:10][CH:9]=[CH:8][CH:7]=1)=[O:3]. (3) Given the reactants F[C:2]1[CH:9]=[CH:8][CH:7]=[CH:6][C:3]=1[C:4]#[N:5].[NH2:10][CH2:11][CH2:12][O:13][CH2:14][CH2:15][OH:16], predict the reaction product. The product is: [OH:16][CH2:15][CH2:14][O:13][CH2:12][CH2:11][NH:10][C:2]1[CH:9]=[CH:8][CH:7]=[CH:6][C:3]=1[C:4]#[N:5]. (4) Given the reactants C1[C:13]2[NH:12][C:11]3[C:6](=[CH:7][CH:8]=[CH:9][CH:10]=3)[C:5]=2[CH:4]=[CH:3]N=1.[CH3:14][N:15]1[CH2:27][CH2:26][C:25]2[C:24]3[C:19](=[CH:20][CH:21]=[C:22]([CH3:28])[CH:23]=3)[N:18]([CH2:29][C:30]([OH:32])=[O:31])[C:17]=2[CH2:16]1, predict the reaction product. The product is: [CH2:22]1[CH2:23][CH2:24][CH:19]([N:18]=[C:13]=[N:12][CH:11]2[CH2:6][CH2:7][CH2:8][CH2:9][CH2:10]2)[CH2:20][CH2:21]1.[CH3:14][N:15]1[CH2:27][CH2:26][C:25]2[C:24]3[C:19](=[CH:20][CH:21]=[C:22]([CH3:28])[CH:23]=3)[N:18]([CH2:29][C:30]([O:32][CH2:3][CH2:4][CH:5]([CH3:6])[CH3:13])=[O:31])[C:17]=2[CH2:16]1. (5) Given the reactants [CH3:1][O:2][C:3]1[CH:4]=[C:5]2[C:10](=[CH:11][C:12]=1[O:13][CH3:14])[N:9]=[C:8]([N:15]([CH2:17][C:18]1([C:24]3[CH:29]=[CH:28][CH:27]=[CH:26][CH:25]=3)[CH2:23][CH2:22][NH:21][CH2:20][CH2:19]1)[CH3:16])[N:7]=[C:6]2[NH2:30].[C:31](#[N:35])[CH2:32][CH2:33][CH3:34], predict the reaction product. The product is: [NH:35]=[C:31]([N:21]1[CH2:20][CH2:19][C:18]([CH2:17][N:15]([CH3:16])[C:8]2[N:7]=[C:6]([NH2:30])[C:5]3[C:10](=[CH:11][C:12]([O:13][CH3:14])=[C:3]([O:2][CH3:1])[CH:4]=3)[N:9]=2)([C:24]2[CH:29]=[CH:28][CH:27]=[CH:26][CH:25]=2)[CH2:23][CH2:22]1)[CH2:32][CH2:33][CH3:34].